From a dataset of Full USPTO retrosynthesis dataset with 1.9M reactions from patents (1976-2016). Predict the reactants needed to synthesize the given product. (1) Given the product [Br:2][C:3]1[CH:4]=[C:5]([CH:8]=[CH:9][CH:10]=1)[CH2:6][NH:7][C:11](=[O:12])[O:13][C:14]([CH3:17])([CH3:16])[CH3:15], predict the reactants needed to synthesize it. The reactants are: Cl.[Br:2][C:3]1[CH:4]=[C:5]([CH:8]=[CH:9][CH:10]=1)[CH2:6][NH2:7].[C:11](OC([O-])=O)([O:13][C:14]([CH3:17])([CH3:16])[CH3:15])=[O:12].C(N(CC)CC)C. (2) The reactants are: [C:1]([O:4][C:5](=[O:7])[CH3:6])(=O)[CH3:2].[Na+].[Na+].O[C:11]1[C:20]([S:21]([O-:24])(=[O:23])=[O:22])=[CH:19][C:18]2[C:13](=CC=[C:16]([S:25]([O-:28])(=[O:27])=[O:26])[CH:17]=2)[CH:12]=1.CC(C)=O. Given the product [C:5]([O:4][C:1]1[C:16]([S:25]([OH:28])(=[O:27])=[O:26])=[CH:17][C:18]2[C:13](=[CH:12][CH:11]=[C:20]([S:21]([OH:24])(=[O:23])=[O:22])[CH:19]=2)[CH:2]=1)(=[O:7])[CH3:6], predict the reactants needed to synthesize it.